From a dataset of Catalyst prediction with 721,799 reactions and 888 catalyst types from USPTO. Predict which catalyst facilitates the given reaction. (1) Reactant: [Br:1][C:2]1[CH:3]=[C:4]([C:8]2([CH3:26])[N:13]=[C:12]([NH:14]CC3C=CC(OC)=CC=3)[N:11]([CH3:24])[C:10](=[O:25])[CH2:9]2)[CH:5]=[CH:6][CH:7]=1.O.[N+]([O-])([O-])=O.[Ce].[NH4+].C(=O)(O)[O-].[Na+]. Product: [NH2:14][C:12]1[N:11]([CH3:24])[C:10](=[O:25])[CH2:9][C:8]([C:4]2[CH:5]=[CH:6][CH:7]=[C:2]([Br:1])[CH:3]=2)([CH3:26])[N:13]=1. The catalyst class is: 10. (2) Reactant: C(O)C.[O:4]([CH2:11][CH2:12][CH2:13][CH2:14][CH2:15][C:16]1[O:20][N:19]=[C:18]([C:21]([O:23]CC)=[O:22])[CH:17]=1)[C:5]1[CH:10]=[CH:9][CH:8]=[CH:7][CH:6]=1.[OH-].[K+]. Product: [O:4]([CH2:11][CH2:12][CH2:13][CH2:14][CH2:15][C:16]1[O:20][N:19]=[C:18]([C:21]([OH:23])=[O:22])[CH:17]=1)[C:5]1[CH:10]=[CH:9][CH:8]=[CH:7][CH:6]=1. The catalyst class is: 6. (3) Reactant: [CH3:1][O:2][C:3]1[CH:4]=[C:5]([CH:7]=[CH:8][C:9]=1[C:10]1[O:14][N:13]=[C:12]([CH3:15])[N:11]=1)[NH2:6].[C:16](N1C=CC=CC1=O)(N1C=CC=CC1=O)=[S:17]. Product: [N:6]([C:5]1[CH:7]=[CH:8][C:9]([C:10]2[O:14][N:13]=[C:12]([CH3:15])[N:11]=2)=[C:3]([O:2][CH3:1])[CH:4]=1)=[C:16]=[S:17]. The catalyst class is: 4.